Dataset: Catalyst prediction with 721,799 reactions and 888 catalyst types from USPTO. Task: Predict which catalyst facilitates the given reaction. (1) Reactant: BrC1C=CC2OC(C(N)=O)=C(NC(=O)C(Br)C(C)C)C=2C=1.N1CCCC1.[Br:27][C:28]1[CH:29]=[CH:30][C:31]2[O:35][C:34]([C:36]([NH2:38])=[O:37])=[C:33]([NH:39][C:40](=O)[CH:41]([N:45]3[CH2:49][CH2:48][CH2:47][CH2:46]3)[CH:42]([CH3:44])[CH3:43])[C:32]=2[CH:51]=1. Product: [Br:27][C:28]1[CH:29]=[CH:30][C:31]2[O:35][C:34]3[C:36](=[O:37])[NH:38][C:40]([CH:41]([N:45]4[CH2:49][CH2:48][CH2:47][CH2:46]4)[CH:42]([CH3:44])[CH3:43])=[N:39][C:33]=3[C:32]=2[CH:51]=1. The catalyst class is: 682. (2) Reactant: Br[C:2]1[N:7]2[N:8]=[C:9]([CH2:22][CH3:23])[C:10]([N:11]([CH2:18][CH:19]3[CH2:21][CH2:20]3)[CH2:12][CH:13]3[CH2:17][CH2:16][O:15][CH2:14]3)=[C:6]2[CH:5]=[CH:4][CH:3]=1.[CH3:24][O:25][C:26]1[CH:31]=[C:30]([O:32][CH3:33])[CH:29]=[C:28]([CH3:34])[C:27]=1OB(O)O.O.O.O.O.O.O.O.O.[OH-].[Ba+2].[OH-].C(OCC)(=O)C. Product: [CH:19]1([CH2:18][N:11]([C:10]2[C:9]([CH2:22][CH3:23])=[N:8][N:7]3[C:2]([C:27]4[C:28]([CH3:34])=[CH:29][C:30]([O:32][CH3:33])=[CH:31][C:26]=4[O:25][CH3:24])=[CH:3][CH:4]=[CH:5][C:6]=23)[CH2:12][CH:13]2[CH2:17][CH2:16][O:15][CH2:14]2)[CH2:21][CH2:20]1. The catalyst class is: 149. (3) Reactant: [CH2:1]([N:8]1[CH2:12][C@H:11]([C:13]2[CH:18]=[CH:17][C:16]([Cl:19])=[C:15]([Cl:20])[CH:14]=2)[C@@H:10]([CH2:21]OS(C2C=CC(C)=CC=2)(=O)=O)[CH2:9]1)[C:2]1[CH:7]=[CH:6][CH:5]=[CH:4][CH:3]=1.[CH3:33][NH2:34]. Product: [CH2:1]([N:8]1[CH2:12][C@H:11]([C:13]2[CH:18]=[CH:17][C:16]([Cl:19])=[C:15]([Cl:20])[CH:14]=2)[C@@H:10]([CH2:21][NH:34][CH3:33])[CH2:9]1)[C:2]1[CH:7]=[CH:6][CH:5]=[CH:4][CH:3]=1. The catalyst class is: 1.